The task is: Predict the reaction yield, written as a fraction of the theoretical maximum amount of product (1.0 means a 100% yield; for example, 0.34 means a 34% yield).. This data is from Reaction yield outcomes from USPTO patents with 853,638 reactions. (1) The reactants are [F:1][C:2]1[CH:7]=[CH:6][CH:5]=[C:4]([O:8][C:9]2[CH:14]=[CH:13][C:12](I)=[CH:11][CH:10]=2)[C:3]=1[F:16].[CH3:17][C:18]1([CH3:34])[C:22]([CH3:24])([CH3:23])[O:21][B:20]([B:20]2[O:21][C:22]([CH3:24])([CH3:23])[C:18]([CH3:34])([CH3:17])[O:19]2)[O:19]1.C([O-])(=O)C.[K+]. The catalyst is CN(C)C=O.O.CC([O-])=O.CC([O-])=O.[Pd+2]. The product is [F:16][C:3]1[C:2]([F:1])=[CH:7][CH:6]=[CH:5][C:4]=1[O:8][C:9]1[CH:14]=[CH:13][C:12]([B:20]2[O:21][C:22]([CH3:24])([CH3:23])[C:18]([CH3:34])([CH3:17])[O:19]2)=[CH:11][CH:10]=1. The yield is 0.750. (2) The reactants are [CH2:1]([NH:4][CH2:5][CH2:6][OH:7])[CH2:2][CH3:3].[I-].[K+].Cl[CH2:11][CH2:12][CH2:13][O:14][C:15]1[CH:24]=[C:23]2[C:18]([C:19]([NH:25][C:26]3[CH:30]=[C:29]([CH2:31][C:32]([NH:34][C:35]4[CH:40]=[CH:39][CH:38]=[C:37]([F:41])[C:36]=4[F:42])=[O:33])[NH:28][N:27]=3)=[N:20][CH:21]=[N:22]2)=[CH:17][C:16]=1[O:43][CH3:44]. The catalyst is CC(N(C)C)=O. The product is [F:42][C:36]1[C:37]([F:41])=[CH:38][CH:39]=[CH:40][C:35]=1[NH:34][C:32](=[O:33])[CH2:31][C:29]1[NH:28][N:27]=[C:26]([NH:25][C:19]2[C:18]3[C:23](=[CH:24][C:15]([O:14][CH2:13][CH2:12][CH2:11][N:4]([CH2:5][CH2:6][OH:7])[CH2:1][CH2:2][CH3:3])=[C:16]([O:43][CH3:44])[CH:17]=3)[N:22]=[CH:21][N:20]=2)[CH:30]=1. The yield is 0.670. (3) The catalyst is O1CCCC1.C(OCC)(=O)C. The reactants are [NH2:1][C:2]1[C:3]([NH:13][CH2:14][CH2:15][CH2:16][OH:17])=[C:4]([CH:9]=[CH:10][C:11]=1[Cl:12])[C:5]([O:7][CH3:8])=[O:6].C(N(CC)CC)C.C([O:28][CH:29]([C:33]1[CH:38]=[CH:37][C:36]([Cl:39])=[CH:35][C:34]=1[Cl:40])[C:30](Cl)=O)(=O)C.C(=O)([O-])[O-].[K+].[K+]. The product is [Cl:12][C:11]1[C:2]2[N:1]=[C:30]([CH:29]([C:33]3[CH:38]=[CH:37][C:36]([Cl:39])=[CH:35][C:34]=3[Cl:40])[OH:28])[N:13]([CH2:14][CH2:15][CH2:16][OH:17])[C:3]=2[C:4]([C:5]([O:7][CH3:8])=[O:6])=[CH:9][CH:10]=1. The yield is 0.410.